This data is from Full USPTO retrosynthesis dataset with 1.9M reactions from patents (1976-2016). The task is: Predict the reactants needed to synthesize the given product. (1) The reactants are: [CH3:1][S:2](Cl)(=[O:4])=[O:3].[Cl:6][CH2:7][CH2:8][CH2:9][CH2:10][C:11]([C:13]1[CH:23]=[CH:22][C:16]2[CH2:17][CH2:18][NH:19][CH2:20][CH2:21][C:15]=2[CH:14]=1)=[O:12].C(N(CC)CC)C.O. Given the product [Cl:6][CH2:7][CH2:8][CH2:9][CH2:10][C:11]([C:13]1[CH:23]=[CH:22][C:16]2[CH2:17][CH2:18][N:19]([S:2]([CH3:1])(=[O:4])=[O:3])[CH2:20][CH2:21][C:15]=2[CH:14]=1)=[O:12], predict the reactants needed to synthesize it. (2) Given the product [CH3:1][C:2]1[O:3][C:4]([C:9]2[CH:14]=[CH:13][CH:12]=[C:11]([C:15]([F:18])([F:17])[F:16])[CH:10]=2)=[CH:5][C:6]=1[CH2:7][N:19]1[CH:23]=[C:22]([C:24]([O:26][CH2:27][CH3:28])=[O:25])[CH:21]=[N:20]1, predict the reactants needed to synthesize it. The reactants are: [CH3:1][C:2]1[O:3][C:4]([C:9]2[CH:14]=[CH:13][CH:12]=[C:11]([C:15]([F:18])([F:17])[F:16])[CH:10]=2)=[CH:5][C:6]=1[CH2:7]O.[NH:19]1[CH:23]=[C:22]([C:24]([O:26][CH2:27][CH3:28])=[O:25])[CH:21]=[N:20]1.C1(P(C2C=CC=CC=2)C2C=CC=CC=2)C=CC=CC=1.N(C(OCC)=O)=NC(OCC)=O.[Cl-].[NH4+]. (3) The reactants are: [C:1]12([C:11]3[CH:12]=[C:13]([C:18]4[CH:23]=[CH:22][C:21]([F:24])=[CH:20][C:19]=4[F:25])[CH:14]=[CH:15][C:16]=3[OH:17])[CH2:10][CH:5]3[CH2:6][CH:7]([CH2:9][CH:3]([CH2:4]3)[CH2:2]1)[CH2:8]2.[Cl:26][C:27]1[CH:32]=[C:31]([S:33]([C:36]([F:39])([F:38])[F:37])(=[O:35])=[O:34])[CH:30]=[CH:29][C:28]=1[N:40]=[C:41]=[O:42]. Given the product [Cl:26][C:27]1[CH:32]=[C:31]([S:33]([C:36]([F:39])([F:38])[F:37])(=[O:35])=[O:34])[CH:30]=[CH:29][C:28]=1[NH:40][C:41]([C:15]1[CH:14]=[C:13]([C:18]2[CH:23]=[CH:22][C:21]([F:24])=[CH:20][C:19]=2[F:25])[CH:12]=[C:11]([C:1]23[CH2:2][CH:3]4[CH2:9][CH:7]([CH2:6][CH:5]([CH2:4]4)[CH2:10]2)[CH2:8]3)[C:16]=1[OH:17])=[O:42], predict the reactants needed to synthesize it. (4) Given the product [F:20][C:21]1[CH:26]=[CH:25][C:24]([C:2]2[CH:3]=[N:4][C:5]3[N:6]([CH:8]=[C:9]([CH2:11][O:12][C:13]4[CH:18]=[CH:17][CH:16]=[C:15]([F:19])[CH:14]=4)[N:10]=3)[CH:7]=2)=[CH:23][C:22]=1[OH:30], predict the reactants needed to synthesize it. The reactants are: Br[C:2]1[CH:3]=[N:4][C:5]2[N:6]([CH:8]=[C:9]([CH2:11][O:12][C:13]3[CH:18]=[CH:17][CH:16]=[C:15]([F:19])[CH:14]=3)[N:10]=2)[CH:7]=1.[F:20][C:21]1[CH:26]=[CH:25][C:24](B(O)O)=[CH:23][C:22]=1[OH:30]. (5) Given the product [C:1]([NH:4][C@H:5]([C:10]([NH:12][C@@H:13]1[CH:21]2[C:22](=[O:29])[CH2:23][C@H:24]([C:26]([NH:33][CH2:32][C:31]#[N:30])=[O:28])[CH2:25][N:19]3[C:20]2=[C:16]([CH:17]=[CH:18]3)[CH2:15][CH2:14]1)=[O:11])[C@H:6]([CH2:8][CH3:9])[CH3:7])(=[O:3])[CH3:2], predict the reactants needed to synthesize it. The reactants are: [C:1]([NH:4][C@H:5]([C:10]([NH:12][C@@H:13]1[CH:21]2[C:22](=[O:29])[CH2:23][C@H:24]([C:26]([OH:28])=O)[CH2:25][N:19]3[C:20]2=[C:16]([CH:17]=[CH:18]3)[CH2:15][CH2:14]1)=[O:11])[C@H:6]([CH2:8][CH3:9])[CH3:7])(=[O:3])[CH3:2].[NH2:30][CH2:31][C:32]#[N:33].C(Cl)CCl.C1C=CC2N(O)N=NC=2C=1. (6) The reactants are: [OH:1][CH2:2][C:3]1[CH:4]=[C:5]([CH:16]=[CH:17][C:18]=1[O:19][CH3:20])[CH2:6][CH:7]([C:12]([O:14][CH3:15])=[O:13])[C:8]([O:10][CH3:11])=[O:9].[CH3:21][O:22][C:23]1[CH:28]=[CH:27][C:26]([N:29]=[C:30]=[O:31])=[CH:25][CH:24]=1. Given the product [CH3:20][O:19][C:18]1[CH:17]=[CH:16][C:5]([CH2:6][CH:7]([C:8]([O:10][CH3:11])=[O:9])[C:12]([O:14][CH3:15])=[O:13])=[CH:4][C:3]=1[CH2:2][O:1][C:30]([NH:29][C:26]1[CH:27]=[CH:28][C:23]([O:22][CH3:21])=[CH:24][CH:25]=1)=[O:31], predict the reactants needed to synthesize it. (7) Given the product [F:1][C:2]1[CH:7]=[CH:6][C:5]([C:8]2[O:9][C:10]3[CH:20]=[CH:19][C:18]([C:21]4[CH:29]=[CH:28][CH:27]=[C:23]([C:24](=[O:26])[N:43]([CH3:42])[S:44]([C:47]5[CH:52]=[CH:51][CH:50]=[CH:49][CH:48]=5)(=[O:46])=[O:45])[CH:22]=4)=[CH:17][C:11]=3[C:12]=2[C:13]([NH:14][CH3:15])=[O:16])=[CH:4][CH:3]=1, predict the reactants needed to synthesize it. The reactants are: [F:1][C:2]1[CH:7]=[CH:6][C:5]([C:8]2[O:9][C:10]3[CH:20]=[CH:19][C:18]([C:21]4[CH:22]=[C:23]([CH:27]=[CH:28][CH:29]=4)[C:24]([OH:26])=O)=[CH:17][C:11]=3[C:12]=2[C:13](=[O:16])[NH:14][CH3:15])=[CH:4][CH:3]=1.CCN=C=NCCCN(C)C.Cl.[CH3:42][NH:43][S:44]([C:47]1[CH:52]=[CH:51][CH:50]=[CH:49][CH:48]=1)(=[O:46])=[O:45].ClCCCl.